Dataset: Forward reaction prediction with 1.9M reactions from USPTO patents (1976-2016). Task: Predict the product of the given reaction. (1) Given the reactants [N:1]1([S:10]([N:13]2[CH2:17][CH2:16][O:15]C2=O)(=[O:12])=[O:11])[C:9]2[C:4](=[CH:5][CH:6]=[CH:7][CH:8]=2)[CH2:3][CH2:2]1, predict the reaction product. The product is: [OH:15][CH2:16][CH2:17][NH:13][S:10]([N:1]1[C:9]2[C:4](=[CH:5][CH:6]=[CH:7][CH:8]=2)[CH2:3][CH2:2]1)(=[O:12])=[O:11]. (2) Given the reactants C([O:5][C:6](=[O:41])[CH2:7][CH2:8][CH2:9][O:10][C:11]1[CH:16]=[CH:15][CH:14]=[CH:13][C:12]=1[N:17]([C:19](=[O:40])[C:20]1[CH:25]=[CH:24][C:23]([Cl:26])=[C:22]([C:27]2[C:36]([C:37]#[N:38])=[CH:35][C:34]3[C:29](=[CH:30][CH:31]=[CH:32][C:33]=3[F:39])[N:28]=2)[CH:21]=1)[CH3:18])(C)(C)C, predict the reaction product. The product is: [Cl:26][C:23]1[CH:24]=[CH:25][C:20]([C:19]([N:17]([CH3:18])[C:12]2[CH:13]=[CH:14][CH:15]=[CH:16][C:11]=2[O:10][CH2:9][CH2:8][CH2:7][C:6]([OH:41])=[O:5])=[O:40])=[CH:21][C:22]=1[C:27]1[C:36]([C:37]#[N:38])=[CH:35][C:34]2[C:29](=[CH:30][CH:31]=[CH:32][C:33]=2[F:39])[N:28]=1. (3) Given the reactants Cl[C:2]1[N:7]=[C:6]([N:8]([CH2:15][CH2:16][C:17]2[CH:22]=[CH:21][CH:20]=[CH:19][CH:18]=2)[C:9]2[CH:14]=[CH:13][CH:12]=[CH:11][CH:10]=2)[CH:5]=[CH:4][N:3]=1.Cl.[CH3:24][N:25]([CH2:27][CH:28]([OH:38])[CH2:29][O:30][C:31]1[CH:37]=[CH:36][C:34]([NH2:35])=[CH:33][CH:32]=1)[CH3:26], predict the reaction product. The product is: [CH3:26][N:25]([CH2:27][CH:28]([OH:38])[CH2:29][O:30][C:31]1[CH:32]=[CH:33][C:34]([NH:35][C:2]2[N:7]=[C:6]([N:8]([CH2:15][CH2:16][C:17]3[CH:22]=[CH:21][CH:20]=[CH:19][CH:18]=3)[C:9]3[CH:14]=[CH:13][CH:12]=[CH:11][CH:10]=3)[CH:5]=[CH:4][N:3]=2)=[CH:36][CH:37]=1)[CH3:24]. (4) Given the reactants Br[C:2]1[S:3][C:4]([S:7]([CH3:9])=[O:8])=[CH:5][CH:6]=1.B1(B2OC(C)(C)C(C)(C)O2)OC(C)(C)C(C)(C)O1.C([O-])(=O)C.[K+].Br[C:34]1[CH:35]=[C:36]([CH:39]=[CH:40][CH:41]=1)[CH:37]=[O:38].C(=O)([O-])[O-].[Cs+].[Cs+], predict the reaction product. The product is: [CH3:9][S:7]([C:4]1[S:3][C:2]([C:34]2[CH:35]=[C:36]([CH:39]=[CH:40][CH:41]=2)[CH:37]=[O:38])=[CH:6][CH:5]=1)=[O:8]. (5) Given the reactants Cl[C:2]1[CH:18]=[CH:17][C:5]([CH2:6][CH2:7][N:8]2[C:13](=[O:14])[NH:12][C:11](=[O:15])[C:10]([OH:16])=[N:9]2)=[CH:4][CH:3]=1, predict the reaction product. The product is: [OH:16][C:10]1[C:11](=[O:15])[NH:12][C:13](=[O:14])[N:8]([CH2:7][C:6]2[C:5]3[C:4](=[CH:3][CH:2]=[CH:18][CH:17]=3)[C:3]([CH3:4])=[CH:2][CH:18]=2)[N:9]=1.